Dataset: Full USPTO retrosynthesis dataset with 1.9M reactions from patents (1976-2016). Task: Predict the reactants needed to synthesize the given product. (1) Given the product [F:33][C:19]1[CH:20]=[CH:21][C:22]([C:35]2[C:40]([CH3:41])=[CH:39][CH:38]=[CH:37][C:36]=2[CH3:42])=[CH:23][C:18]=1[CH2:17][O:16][C:12]1[N:13]=[CH:14][C:15]2[C@@H:7]3[C@@H:6]([C:4]([O:3][CH2:1][CH3:2])=[O:5])[C@@H:8]3[CH2:9][C:10]=2[CH:11]=1, predict the reactants needed to synthesize it. The reactants are: [CH2:1]([O:3][C:4]([CH:6]1[CH:8]2[CH2:9][C:10]3[CH:11]=[C:12]([O:16][CH2:17][C:18]4[CH:23]=[C:22](B5OC(C)(C)C(C)(C)O5)[CH:21]=[CH:20][C:19]=4[F:33])[N:13]=[CH:14][C:15]=3[CH:7]12)=[O:5])[CH3:2].Br[C:35]1[C:40]([CH3:41])=[CH:39][CH:38]=[CH:37][C:36]=1[CH3:42]. (2) The reactants are: [C:1]([C:3]1[CH:8]=[CH:7][C:6](B(O)O)=[C:5]([CH3:12])[CH:4]=1)#[N:2].[CH3:13][C:14]1([CH3:21])[C:19](=[O:20])[CH:18]=[CH:17][CH2:16][CH2:15]1.C([O-])(=O)C.[Na+]. Given the product [CH3:13][C:14]1([CH3:21])[CH2:15][CH2:16][CH:17]([C:6]2[CH:7]=[CH:8][C:3]([C:1]#[N:2])=[CH:4][C:5]=2[CH3:12])[CH2:18][C:19]1=[O:20], predict the reactants needed to synthesize it. (3) Given the product [C:26]1([S:23]([C:17]2[CH:18]=[C:19]([Cl:22])[CH:20]=[CH:21][C:16]=2[CH2:15][C:7]2[C:8]3[C:13](=[CH:12][CH:11]=[C:10]([F:14])[CH:9]=3)[N:5]([CH2:4][C:3]([OH:33])=[O:2])[C:6]=2[CH3:32])(=[O:24])=[O:25])[CH:27]=[CH:28][CH:29]=[CH:30][CH:31]=1, predict the reactants needed to synthesize it. The reactants are: C[O:2][C:3](=[O:33])[CH2:4][N:5]1[C:13]2[C:8](=[CH:9][C:10]([F:14])=[CH:11][CH:12]=2)[C:7]([CH2:15][C:16]2[CH:21]=[CH:20][C:19]([Cl:22])=[CH:18][C:17]=2[S:23]([C:26]2[CH:31]=[CH:30][CH:29]=[CH:28][CH:27]=2)(=[O:25])=[O:24])=[C:6]1[CH3:32].[OH-].[Li+]. (4) Given the product [C:13]([NH:5][C:3](=[NH:4])[S:2][CH3:1])([O:12][C:9]([CH3:11])([CH3:10])[CH3:8])=[O:14], predict the reactants needed to synthesize it. The reactants are: [CH3:1][S:2][C:3](=[NH:5])[NH2:4].[OH-].[Na+].[CH3:8][C:9]([O:12][C:13](O[C:13]([O:12][C:9]([CH3:11])([CH3:10])[CH3:8])=[O:14])=[O:14])([CH3:11])[CH3:10].O. (5) The reactants are: [CH3:1][C:2]1[CH:7]=[C:6]([N+:8]([O-])=O)[CH:5]=[C:4]([CH3:11])[C:3]=1[C:12]1[CH:17]=[CH:16][C:15]([C:18]([F:21])([F:20])[F:19])=[CH:14][CH:13]=1. Given the product [CH3:1][C:2]1[CH:7]=[C:6]([NH2:8])[CH:5]=[C:4]([CH3:11])[C:3]=1[C:12]1[CH:17]=[CH:16][C:15]([C:18]([F:19])([F:21])[F:20])=[CH:14][CH:13]=1, predict the reactants needed to synthesize it. (6) Given the product [Br:2][C:3]1[CH:8]=[C:7]2[C:6](=[CH:5][CH:4]=1)[NH:9][CH:11]=[C:12]2[CH2:13][CH3:14], predict the reactants needed to synthesize it. The reactants are: Cl.[Br:2][C:3]1[CH:8]=[CH:7][C:6]([NH:9]N)=[CH:5][CH:4]=1.[CH:11](=O)[CH2:12][CH2:13][CH3:14]. (7) Given the product [C:13]([C:7]1[CH:8]=[C:9]([CH3:12])[CH:10]=[CH:11][C:6]=1[F:5])([CH3:16])([CH3:15])[CH3:14], predict the reactants needed to synthesize it. The reactants are: [Cl-].[Al+3].[Cl-].[Cl-].[F:5][C:6]1[CH:11]=[CH:10][C:9]([CH3:12])=[CH:8][CH:7]=1.[C:13](Cl)([CH3:16])([CH3:15])[CH3:14].